This data is from Full USPTO retrosynthesis dataset with 1.9M reactions from patents (1976-2016). The task is: Predict the reactants needed to synthesize the given product. (1) Given the product [CH3:1][O:2][C@H:3]1[C@@H:7]2[O:8][C:9]([CH3:11])([CH3:12])[O:10][C@@H:6]2[C@H:5]([C@H:13]([O:31][C:41](=[O:43])[CH3:42])[C@@H:14]([NH:20][C:21]([O:23][CH2:24][C:25]2[CH:26]=[CH:27][CH:28]=[CH:29][CH:30]=2)=[O:22])[C:15]([O:17][CH2:18][CH3:19])=[O:16])[O:4]1, predict the reactants needed to synthesize it. The reactants are: [CH3:1][O:2][C@H:3]1[C@@H:7]2[O:8][C:9]([CH3:12])([CH3:11])[O:10][C@@H:6]2[C@@H:5]([C@H:13]([OH:31])[C@@H:14]([NH:20][C:21]([O:23][CH2:24][C:25]2[CH:30]=[CH:29][CH:28]=[CH:27][CH:26]=2)=[O:22])[C:15]([O:17][CH2:18][CH3:19])=[O:16])[O:4]1.CN(C1C=CC=CN=1)C.[C:41](OC(=O)C)(=[O:43])[CH3:42]. (2) Given the product [CH3:11][C:1]1[CH:2]=[CH:3][C:4]([S:7]([OH:10])(=[O:9])=[O:8])=[CH:5][CH:6]=1.[CH3:12][NH:13][CH2:14][C:15]([O:17][C@H:18]([CH3:55])[CH2:19][N:20]1[C:24]([CH3:25])=[C:23]([C:26](=[O:47])[NH:27][C:28]2[CH:33]=[CH:32][C:31]([O:34][C:35]3[C:44]4[C:39](=[CH:40][C:41]([O:45][CH3:46])=[CH:42][CH:43]=4)[N:38]=[CH:37][CH:36]=3)=[CH:30][N:29]=2)[C:22](=[O:48])[N:21]1[C:49]1[CH:50]=[CH:51][CH:52]=[CH:53][CH:54]=1)=[O:16], predict the reactants needed to synthesize it. The reactants are: [C:1]1([CH3:11])[CH:6]=[CH:5][C:4]([S:7]([OH:10])(=[O:9])=[O:8])=[CH:3][CH:2]=1.[CH3:12][NH:13][CH2:14][C:15]([O:17][C@H:18]([CH3:55])[CH2:19][N:20]1[C:24]([CH3:25])=[C:23]([C:26](=[O:47])[NH:27][C:28]2[CH:33]=[CH:32][C:31]([O:34][C:35]3[C:44]4[C:39](=[CH:40][C:41]([O:45][CH3:46])=[CH:42][CH:43]=4)[N:38]=[CH:37][CH:36]=3)=[CH:30][N:29]=2)[C:22](=[O:48])[N:21]1[C:49]1[CH:54]=[CH:53][CH:52]=[CH:51][CH:50]=1)=[O:16]. (3) The reactants are: [Cl:1][C:2]1[S:6][C:5]([Mg]Br)=[CH:4][CH:3]=1.CON(C)[C:12]([C@H:14]1[CH2:16][C@@H:15]1[C:17]([O:19][CH3:20])=[O:18])=[O:13]. Given the product [Cl:1][C:2]1[S:6][C:5]([C:12]([C@H:14]2[CH2:16][C@@H:15]2[C:17]([O:19][CH3:20])=[O:18])=[O:13])=[CH:4][CH:3]=1, predict the reactants needed to synthesize it.